This data is from Forward reaction prediction with 1.9M reactions from USPTO patents (1976-2016). The task is: Predict the product of the given reaction. (1) Given the reactants Br[C:2]1[CH:3]=[CH:4][C:5]([Cl:8])=[N:6][CH:7]=1.C([Li])CCC.[Si]([O:21][CH2:22][C@@H:23](/[N:28]=[CH:29]/[C:30]([F:33])([F:32])[F:31])[CH2:24][CH:25]([CH3:27])[CH3:26])(C(C)(C)C)(C)C.[NH4+].[Cl-], predict the reaction product. The product is: [Cl:8][C:5]1[N:6]=[CH:7][C:2]([C@H:29]([NH:28][C@@H:23]([CH2:24][CH:25]([CH3:27])[CH3:26])[CH2:22][OH:21])[C:30]([F:32])([F:31])[F:33])=[CH:3][CH:4]=1. (2) Given the reactants [C:1]([Si:5](Cl)([CH3:7])[CH3:6])([CH3:4])([CH3:3])[CH3:2].[OH:9][C@@H:10]([C:14]1[O:18][N:17]=[C:16]([C:19]([O:21][CH2:22][CH3:23])=[O:20])[C:15]=1[CH3:24])[C@@H:11]([OH:13])[CH3:12].C(N(CC)CC)C, predict the reaction product. The product is: [Si:5]([O:13][C@@H:11]([CH3:12])[C@H:10]([C:14]1[O:18][N:17]=[C:16]([C:19]([O:21][CH2:22][CH3:23])=[O:20])[C:15]=1[CH3:24])[OH:9])([C:1]([CH3:4])([CH3:3])[CH3:2])([CH3:7])[CH3:6]. (3) Given the reactants [Cl:1][C:2]1[CH:3]=[C:4]([CH:8]=[CH:9][C:10]=1[N:11]1[CH2:16][CH2:15][CH:14]([OH:17])[CH2:13][CH2:12]1)[C:5]([OH:7])=[O:6].[Si:18](OS(C(F)(F)F)(=O)=O)([C:21]([CH3:24])([CH3:23])[CH3:22])([CH3:20])[CH3:19].[CH3:33]COC(C)=O, predict the reaction product. The product is: [CH3:33][O:6][C:5](=[O:7])[C:4]1[CH:8]=[CH:9][C:10]([N:11]2[CH2:12][CH2:13][CH:14]([O:17][Si:18]([C:21]([CH3:24])([CH3:23])[CH3:22])([CH3:20])[CH3:19])[CH2:15][CH2:16]2)=[C:2]([Cl:1])[CH:3]=1. (4) Given the reactants [CH3:1][S:2]([C:5]1[CH:10]=[CH:9][C:8]([C:11]2[N:16]=[CH:15][C:14]([CH2:17][NH:18][CH:19]3[CH2:24][CH2:23][N:22]([C:25]([O:27][C:28]([CH3:31])([CH3:30])[CH3:29])=[O:26])[CH2:21][CH2:20]3)=[CH:13][CH:12]=2)=[CH:7][CH:6]=1)(=[O:4])=[O:3].[CH:32]1([CH:35]=O)[CH2:34][CH2:33]1.[BH-](OC(C)=O)(OC(C)=O)OC(C)=O.[Na+], predict the reaction product. The product is: [CH:32]1([CH2:35][N:18]([CH2:17][C:14]2[CH:15]=[N:16][C:11]([C:8]3[CH:9]=[CH:10][C:5]([S:2]([CH3:1])(=[O:3])=[O:4])=[CH:6][CH:7]=3)=[CH:12][CH:13]=2)[CH:19]2[CH2:24][CH2:23][N:22]([C:25]([O:27][C:28]([CH3:31])([CH3:30])[CH3:29])=[O:26])[CH2:21][CH2:20]2)[CH2:34][CH2:33]1. (5) Given the reactants [Br:1][C:2]1[CH:12]=[CH:11][C:5]([O:6][CH2:7][CH2:8][CH2:9][OH:10])=[C:4]([C:13]([F:16])([F:15])[F:14])[CH:3]=1.[OH2:17].[C:18]1(C)C=[CH:22][C:21](S(O)(=O)=O)=[CH:20][CH:19]=1, predict the reaction product. The product is: [Br:1][C:2]1[CH:12]=[CH:11][C:5]([O:6][CH2:7][CH2:8][CH2:9][O:10][CH:22]2[CH2:21][CH2:20][CH2:19][CH2:18][O:17]2)=[C:4]([C:13]([F:14])([F:15])[F:16])[CH:3]=1. (6) Given the reactants [NH2:1][C@H:2]([C:7]([OH:9])=[O:8])[CH2:3][CH2:4]SC.C(O)[C@H]1[O:16][C@H:15]([O:17][C@]2(CO)O[C@H](CO)[C@@H](O)[C@@H]2O)[C@H](O)[C@@H](O)[C@@H]1O, predict the reaction product. The product is: [CH2:3]([CH:2]([NH2:1])[C:7]([OH:9])=[O:8])[CH2:4][C:15]([OH:17])=[O:16].